This data is from Forward reaction prediction with 1.9M reactions from USPTO patents (1976-2016). The task is: Predict the product of the given reaction. (1) The product is: [CH3:30][C:26]([C:23]1[CH:24]=[CH:25][C:20]([C:10]2[O:9][CH:13]=[CH:12][CH:11]=2)=[CH:21][CH:22]=1)([CH3:29])[C:27]#[N:28]. Given the reactants CN(CCN(C)C)C.[O:9]1[CH:13]=[CH:12][CH:11]=[CH:10]1.[Li]CCCC.Br[C:20]1[CH:25]=[CH:24][C:23]([C:26]([CH3:30])([CH3:29])[C:27]#[N:28])=[CH:22][CH:21]=1, predict the reaction product. (2) Given the reactants [NH2:1][C@H:2]1[CH2:7][CH2:6][CH2:5][CH2:4][C@H:3]1[NH:8][C:9]1[N:14]=[C:13](NC2C=CC(C3ON=CC=3)=CC=2)[C:12]([C:27]([NH2:29])=[O:28])=[CH:11][N:10]=1.[CH3:30][C:31]1[S:32][CH:33]=[C:34]([C:36]2[CH:37]=[C:38]([CH:40]=[CH:41][CH:42]=2)[NH2:39])[N:35]=1, predict the reaction product. The product is: [NH2:1][C@H:2]1[CH2:7][CH2:6][CH2:5][CH2:4][C@H:3]1[NH:8][C:9]1[N:14]=[C:13]([NH:39][C:38]2[CH:40]=[CH:41][CH:42]=[C:36]([C:34]3[N:35]=[C:31]([CH3:30])[S:32][CH:33]=3)[CH:37]=2)[C:12]([C:27]([NH2:29])=[O:28])=[CH:11][N:10]=1. (3) Given the reactants [CH3:1][C:2]1[C:3]([C:26]2[CH:31]=[CH:30][CH:29]=[CH:28][CH:27]=2)=[N:4][C:5]2[C:10]([C:11]=1[C:12]([NH:14][N:15]([C:20]1[CH:25]=[CH:24][CH:23]=[CH:22][CH:21]=1)[C:16]([O:18][CH3:19])=[O:17])=[O:13])=[CH:9][CH:8]=[CH:7][CH:6]=2.C1C(=O)N([Br:39])C(=O)C1, predict the reaction product. The product is: [Br:39][CH2:1][C:2]1[C:3]([C:26]2[CH:31]=[CH:30][CH:29]=[CH:28][CH:27]=2)=[N:4][C:5]2[C:10]([C:11]=1[C:12]([NH:14][N:15]([C:20]1[CH:21]=[CH:22][CH:23]=[CH:24][CH:25]=1)[C:16]([O:18][CH3:19])=[O:17])=[O:13])=[CH:9][CH:8]=[CH:7][CH:6]=2.